This data is from Full USPTO retrosynthesis dataset with 1.9M reactions from patents (1976-2016). The task is: Predict the reactants needed to synthesize the given product. Given the product [F:1][C:2]1[CH:3]=[CH:4][C:5]([NH:8][C:9]([C:11]2[C:16]([NH:17][C:18]3[C:19]([CH3:26])=[N:20][CH:21]=[CH:22][CH:23]=3)=[CH:15][CH:14]=[C:13]([CH3:24])[N:12]=2)=[O:10])=[N:6][CH:7]=1, predict the reactants needed to synthesize it. The reactants are: [F:1][C:2]1[CH:3]=[CH:4][C:5]([NH:8][C:9]([C:11]2[C:16]([NH:17][C:18]3[CH:19]=[N:20][CH:21]=[CH:22][CH:23]=3)=[CH:15][CH:14]=[C:13]([CH3:24])[N:12]=2)=[O:10])=[N:6][CH:7]=1.Br[C:26]1C(C)=NC=CC=1.